From a dataset of Forward reaction prediction with 1.9M reactions from USPTO patents (1976-2016). Predict the product of the given reaction. Given the reactants [Cl:1][C:2]1[C:3]([F:10])=[C:4]([NH:8][NH2:9])[CH:5]=[CH:6][CH:7]=1.[C:11]([O:16][CH2:17][CH3:18])(=[O:15])[C:12]([CH3:14])=O, predict the reaction product. The product is: [CH2:17]([O:16][C:11](=[O:15])[C:12](=[N:9][NH:8][C:4]1[CH:5]=[CH:6][CH:7]=[C:2]([Cl:1])[C:3]=1[F:10])[CH3:14])[CH3:18].